From a dataset of Forward reaction prediction with 1.9M reactions from USPTO patents (1976-2016). Predict the product of the given reaction. (1) Given the reactants [C:1]1([CH:11]=O)[C:10]2[C:5](=[CH:6][CH:7]=[CH:8][CH:9]=2)[CH:4]=[CH:3][CH:2]=1.CCCCCC.[C:19]([O:22][CH2:23][CH3:24])(=[O:21])[CH3:20], predict the reaction product. The product is: [CH2:23]([O:22][C:19](=[O:21])[CH:20]=[CH:11][C:1]1[C:10]2[C:5](=[CH:6][CH:7]=[CH:8][CH:9]=2)[CH:4]=[CH:3][CH:2]=1)[CH3:24]. (2) Given the reactants C([N:9]([C:13]#[N:14])[C:10]([NH2:12])=[NH:11])CCCCCCC.[C:15]1([N:21]2[CH2:26][CH2:25][NH:24][CH2:23][CH2:22]2)[CH:20]=[CH:19][CH:18]=[CH:17][CH:16]=1.[ClH:27].C(OCC)(=O)C.[C:34]1([CH3:41])[C:35]([CH3:40])=[CH:36][CH:37]=[CH:38][CH:39]=1, predict the reaction product. The product is: [ClH:27].[CH2:41]([NH:12][C:10]([NH:9][C:13](=[NH:14])[N:24]1[CH2:25][CH2:26][N:21]([C:15]2[CH:20]=[CH:19][CH:18]=[CH:17][CH:16]=2)[CH2:22][CH2:23]1)=[NH:11])[CH2:34][CH2:39][CH2:38][CH2:37][CH2:36][CH2:35][CH3:40].